From a dataset of Forward reaction prediction with 1.9M reactions from USPTO patents (1976-2016). Predict the product of the given reaction. (1) Given the reactants OC1C=[CH:4][C:5]([C:8]([N:10]2[CH2:15][CH2:14][CH2:13][CH2:12][CH2:11]2)=O)=[N:6]C=1.[OH:16][C:17]1[CH:18]=[CH:19][C:20]([C:23](O)=O)=[N:21][CH:22]=1.[NH:26]1[CH2:31][CH2:30][CH2:29][CH2:28][CH2:27]1.C1C=CC2N(O)N=NC=2C=1.C(Cl)CCl.CN1CCOCC1, predict the reaction product. The product is: [NH3:6].[N:26]1([CH2:23][C:20]2[CH:19]=[CH:18][C:17]([O:16][CH2:4][CH2:5][CH2:8][N:10]3[CH2:11][CH2:12][CH2:13][CH2:14][CH2:15]3)=[CH:22][N:21]=2)[CH2:31][CH2:30][CH2:29][CH2:28][CH2:27]1. (2) Given the reactants B(O)O.[C:4](=O)([O-])[O-:5].[Na+].[Na+].Br[C:11]1[S:15][C:14]([C:16]([O:18][CH2:19][CH3:20])=[O:17])=[CH:13][CH:12]=1.O.[C:22]1(C)[CH:27]=[CH:26][CH:25]=[CH:24][CH:23]=1, predict the reaction product. The product is: [CH3:4][O:5][C:22]1[CH:27]=[CH:26][C:25]([C:11]2[S:15][C:14]([C:16]([O:18][CH2:19][CH3:20])=[O:17])=[CH:13][CH:12]=2)=[CH:24][CH:23]=1. (3) Given the reactants [Cl:1][C:2]1[C:7]([F:8])=[CH:6][CH:5]=[C:4]([O:9][CH:10]([F:12])[F:11])[C:3]=1[C@H:13]([C:15]1[C:23]2[C:18](=[N:19][CH:20]=[C:21]([C:24]3[CH:25]=[N:26][N:27]([CH:30]4[CH2:35][CH2:34][C:33](=O)[CH2:32][CH2:31]4)[C:28]=3[CH3:29])[CH:22]=2)[NH:17][CH:16]=1)[CH3:14].C[O:38][C:39]([C@H:41]1[NH:45][CH2:44][CH2:43][CH2:42]1)=[O:40].Cl.C(O[BH-](OC(=O)C)OC(=O)C)(=O)C.[Na+].ClCCCl.C(N(CC)CC)C.O.[OH-].[Li+].CO, predict the reaction product. The product is: [Cl:1][C:2]1[C:7]([F:8])=[CH:6][CH:5]=[C:4]([O:9][CH:10]([F:11])[F:12])[C:3]=1[C@H:13]([C:15]1[C:23]2[C:18](=[N:19][CH:20]=[C:21]([C:24]3[CH:25]=[N:26][N:27]([C@H:30]4[CH2:31][CH2:32][C@H:33]([N:45]5[CH2:44][CH2:43][CH2:42][C@H:41]5[C:39]([OH:40])=[O:38])[CH2:34][CH2:35]4)[C:28]=3[CH3:29])[CH:22]=2)[NH:17][CH:16]=1)[CH3:14]. (4) The product is: [C:31]([O:30][C:28](=[O:29])[NH:27][CH:24]1[CH2:25][CH2:26][N:21]([CH2:20][CH2:19][N:1]2[C:10]3[C:5](=[CH:6][CH:7]=[CH:8][CH:9]=3)[CH:4]=[CH:3][C:2]2=[O:11])[CH2:22][CH2:23]1)([CH3:34])([CH3:33])[CH3:32]. Given the reactants [NH:1]1[C:10]2[C:5](=[CH:6][CH:7]=[CH:8][CH:9]=2)[CH:4]=[CH:3][C:2]1=[O:11].[H-].[Na+].CS(O[CH2:19][CH2:20][N:21]1[CH2:26][CH2:25][CH:24]([NH:27][C:28]([O:30][C:31]([CH3:34])([CH3:33])[CH3:32])=[O:29])[CH2:23][CH2:22]1)(=O)=O.C(OC(=O)NC1CCN(CCN2C3C(=CC=C(F)C=3)N=CC2=O)CC1)(C)(C)C, predict the reaction product. (5) Given the reactants [C:1]([CH2:3]P(=O)(OCC)OCC)#[N:2].[H-].[Na+].O=[C:15]1[CH2:20][CH2:19][N:18]([C:21]([O:23][C:24]([CH3:27])([CH3:26])[CH3:25])=[O:22])[CH:17]([C:28]2[CH:33]=[CH:32][CH:31]=[CH:30][CH:29]=2)[CH2:16]1, predict the reaction product. The product is: [C:1]([CH:3]=[C:15]1[CH2:20][CH2:19][N:18]([C:21]([O:23][C:24]([CH3:27])([CH3:26])[CH3:25])=[O:22])[CH:17]([C:28]2[CH:33]=[CH:32][CH:31]=[CH:30][CH:29]=2)[CH2:16]1)#[N:2]. (6) Given the reactants Cl[C:2]1[N:7]=[C:6]([NH:8][C:9]2[CH:10]=[C:11]([NH:15][C:16](=[O:22])[O:17][C:18]([CH3:21])([CH3:20])[CH3:19])[CH:12]=[CH:13][CH:14]=2)[C:5]([F:23])=[CH:4][N:3]=1.[CH3:24][O:25][CH2:26][CH2:27][O:28][C:29]1[CH:35]=[CH:34][C:32]([NH2:33])=[CH:31][CH:30]=1, predict the reaction product. The product is: [F:23][C:5]1[C:6]([NH:8][C:9]2[CH:10]=[C:11]([NH:15][C:16](=[O:22])[O:17][C:18]([CH3:21])([CH3:20])[CH3:19])[CH:12]=[CH:13][CH:14]=2)=[N:7][C:2]([NH:33][C:32]2[CH:31]=[CH:30][C:29]([O:28][CH2:27][CH2:26][O:25][CH3:24])=[CH:35][CH:34]=2)=[N:3][CH:4]=1. (7) The product is: [O:13]1[CH2:14][CH2:15][CH2:16][CH2:17][CH:18]1[O:1][C:2]1[CH:3]=[C:4]([CH:9]=[C:10]([O:12][CH:35]2[CH2:34][CH2:33][CH2:32][CH2:31][O:26]2)[CH:11]=1)[C:5]([O:7][CH3:8])=[O:6]. Given the reactants [OH:1][C:2]1[CH:3]=[C:4]([CH:9]=[C:10]([OH:12])[CH:11]=1)[C:5]([O:7][CH3:8])=[O:6].[O:13]1[CH:18]=[CH:17][CH2:16][CH2:15][CH2:14]1.[C:33]1(C)[CH:34]=[CH:35]C(S([O-])(=[O:26])=[O:26])=[CH:31][CH:32]=1.[NH+]1[CH:35]=[CH:34][CH:33]=[CH:32][CH:31]=1, predict the reaction product.